This data is from Full USPTO retrosynthesis dataset with 1.9M reactions from patents (1976-2016). The task is: Predict the reactants needed to synthesize the given product. Given the product [CH3:2][N:3]1[CH:7]=[C:6]([C:8]2[N:13]=[C:12]([C:14]3[CH:15]=[N:16][N:17]([C:19]4([CH2:23][C:24]#[N:25])[CH2:22][N:21]([C:39]5[N:44]=[CH:43][CH:42]=[CH:41][N:40]=5)[CH2:20]4)[CH:18]=3)[N:11]3[CH:26]=[CH:27][N:28]=[C:10]3[CH:9]=2)[CH:5]=[N:4]1, predict the reactants needed to synthesize it. The reactants are: Cl.[CH3:2][N:3]1[CH:7]=[C:6]([C:8]2[N:13]=[C:12]([C:14]3[CH:15]=[N:16][N:17]([C:19]4([CH2:23][C:24]#[N:25])[CH2:22][NH:21][CH2:20]4)[CH:18]=3)[N:11]3[CH:26]=[CH:27][N:28]=[C:10]3[CH:9]=2)[CH:5]=[N:4]1.C(#N)C.C([O-])([O-])=O.[K+].[K+].Br[C:39]1[N:44]=[CH:43][CH:42]=[CH:41][N:40]=1.